From a dataset of Forward reaction prediction with 1.9M reactions from USPTO patents (1976-2016). Predict the product of the given reaction. (1) Given the reactants [Cl:1][C:2]1[N:7]=[C:6]([NH2:8])[C:5]([CH3:9])=[CH:4][N:3]=1.Br[C:11]1[C:20]2[C:15](=[CH:16][CH:17]=[CH:18][CH:19]=2)[CH:14]=[CH:13][CH:12]=1.C([O-])([O-])=O.[Cs+].[Cs+].C1(P(C2C=CC=CC=2)C2C3OC4C(=CC=CC=4P(C4C=CC=CC=4)C4C=CC=CC=4)C(C)(C)C=3C=CC=2)C=CC=CC=1, predict the reaction product. The product is: [Cl:1][C:2]1[N:7]=[C:6]([NH:8][C:19]2[C:20]3[C:15](=[CH:14][CH:13]=[CH:12][CH:11]=3)[CH:16]=[CH:17][CH:18]=2)[C:5]([CH3:9])=[CH:4][N:3]=1. (2) Given the reactants [CH2:1]([O:4][C:5]1[C:14]2[C:9](=[CH:10][CH:11]=[CH:12][CH:13]=2)[C:8]([CH:15]=O)=[CH:7][CH:6]=1)[CH2:2][CH3:3].[CH3:17][CH:18]([CH3:34])[C:19]([NH:21][C:22]1[CH:27]=[CH:26][CH:25]=[C:24]([CH:28]2[CH2:33][CH2:32][NH:31][CH2:30][CH2:29]2)[CH:23]=1)=[O:20], predict the reaction product. The product is: [CH3:17][CH:18]([CH3:34])[C:19]([NH:21][C:22]1[CH:27]=[CH:26][CH:25]=[C:24]([CH:28]2[CH2:33][CH2:32][N:31]([CH2:15][C:8]3[C:9]4[C:14](=[CH:13][CH:12]=[CH:11][CH:10]=4)[C:5]([O:4][CH2:1][CH2:2][CH3:3])=[CH:6][CH:7]=3)[CH2:30][CH2:29]2)[CH:23]=1)=[O:20]. (3) Given the reactants [CH2:1]([C:4]1[CH:13]=[CH:12][CH:11]=[C:10]2[C:5]=1[CH:6]=[CH:7][C:8]1[N:9]2[CH:14]=[N:15][C:16]=1[C:17]([O:19][CH2:20][CH3:21])=[O:18])[CH:2]=C.I([O-])(=O)(=O)=[O:23].[Na+], predict the reaction product. The product is: [O:23]=[CH:2][CH2:1][C:4]1[CH:13]=[CH:12][CH:11]=[C:10]2[C:5]=1[CH:6]=[CH:7][C:8]1[N:9]2[CH:14]=[N:15][C:16]=1[C:17]([O:19][CH2:20][CH3:21])=[O:18].